This data is from Full USPTO retrosynthesis dataset with 1.9M reactions from patents (1976-2016). The task is: Predict the reactants needed to synthesize the given product. (1) Given the product [Cl:29][C:30]1[CH:31]=[C:32]([N:37]2[CH2:42][CH2:41][N:40]([C:13]([C:12]3[C:8]([C:4]4[CH:5]=[CH:6][CH:7]=[C:2]([F:1])[CH:3]=4)=[N:9][O:10][C:11]=3[CH3:16])=[O:15])[CH2:39][CH2:38]2)[CH:33]=[CH:34][C:35]=1[Cl:36], predict the reactants needed to synthesize it. The reactants are: [F:1][C:2]1[CH:3]=[C:4]([C:8]2[C:12]([C:13]([OH:15])=O)=[C:11]([CH3:16])[O:10][N:9]=2)[CH:5]=[CH:6][CH:7]=1.Cl.C(N=C=NCCCN(C)C)C.[Cl:29][C:30]1[CH:31]=[C:32]([N:37]2[CH2:42][CH2:41][NH:40][CH2:39][CH2:38]2)[CH:33]=[CH:34][C:35]=1[Cl:36]. (2) Given the product [F:15][C:4]1[CH:3]=[C:2]([NH:1][C:20](=[O:21])[CH2:19][C:16](=[O:18])[CH3:17])[CH:7]=[CH:6][C:5]=1[N:8]1[CH2:13][CH2:12][O:11][CH2:10][C:9]1=[O:14], predict the reactants needed to synthesize it. The reactants are: [NH2:1][C:2]1[CH:7]=[CH:6][C:5]([N:8]2[CH2:13][CH2:12][O:11][CH2:10][C:9]2=[O:14])=[C:4]([F:15])[CH:3]=1.[C:16]([CH:19]=[C:20]=[O:21])(=[O:18])[CH3:17]. (3) The reactants are: [CH3:1][C:2]1[CH:7]=[CH:6][N:5]=[CH:4][C:3]=1[N:8]1[CH2:12][CH2:11][NH:10][C:9]1=[O:13].Br[C:15]1[CH:24]=[C:23]2[C:18]([CH:19]=[CH:20][CH:21]=[N:22]2)=[CH:17][CH:16]=1.N[C@@H]1CCCC[C@H]1N.P([O-])([O-])([O-])=O.[K+].[K+].[K+]. Given the product [CH3:1][C:2]1[CH:7]=[CH:6][N:5]=[CH:4][C:3]=1[N:8]1[CH2:12][CH2:11][N:10]([C:15]2[CH:24]=[C:23]3[C:18]([CH:19]=[CH:20][CH:21]=[N:22]3)=[CH:17][CH:16]=2)[C:9]1=[O:13], predict the reactants needed to synthesize it. (4) Given the product [Cl:1][C:2]1[CH:3]=[C:4]([NH:5][CH2:11][C:12]([OH:14])=[O:13])[CH:6]=[CH:7][C:8]=1[Cl:9], predict the reactants needed to synthesize it. The reactants are: [Cl:1][C:2]1[CH:3]=[C:4]([CH:6]=[CH:7][C:8]=1[Cl:9])[NH2:5].Cl[CH2:11][C:12]([OH:14])=[O:13]. (5) The reactants are: [I-].[CH2:2]([O:4][C:5]([C:7]1[CH:12]=[CH:11][C:10]([Zn+])=[CH:9][CH:8]=1)=[O:6])[CH3:3].[CH3:14][C:15]([CH3:20])([CH3:19])[C:16](Cl)=[O:17].Cl. Given the product [CH3:14][C:15]([CH3:20])([CH3:19])[C:16]([C:10]1[CH:11]=[CH:12][C:7]([C:5]([O:4][CH2:2][CH3:3])=[O:6])=[CH:8][CH:9]=1)=[O:17], predict the reactants needed to synthesize it. (6) The reactants are: Cl[C:2]1[N:3]=[C:4]([N:24]2[CH2:29][CH2:28][O:27][CH2:26][CH2:25]2)[C:5]2[S:10][C:9]([C:11]3[CH2:16][CH2:15][N:14]([C:17]([O:19][C:20]([CH3:23])([CH3:22])[CH3:21])=[O:18])[CH2:13][CH:12]=3)=[CH:8][C:6]=2[N:7]=1.[OH:30][C:31]1[CH:32]=[C:33](B(O)O)[CH:34]=[CH:35][CH:36]=1.C([O-])([O-])=O.[Na+].[Na+]. Given the product [OH:30][C:31]1[CH:36]=[C:35]([C:2]2[N:3]=[C:4]([N:24]3[CH2:29][CH2:28][O:27][CH2:26][CH2:25]3)[C:5]3[S:10][C:9]([C:11]4[CH2:16][CH2:15][N:14]([C:17]([O:19][C:20]([CH3:23])([CH3:22])[CH3:21])=[O:18])[CH2:13][CH:12]=4)=[CH:8][C:6]=3[N:7]=2)[CH:34]=[CH:33][CH:32]=1, predict the reactants needed to synthesize it. (7) Given the product [Cl:14][C:15]1[CH:16]=[CH:17][C:18]([CH3:27])=[C:19]([N:21]2[CH2:22][CH2:23][N:24]([C:10](=[O:12])[CH2:9][S:8][CH2:7][C:6]3[C:2]([CH3:1])=[N:3][O:4][C:5]=3[CH3:13])[CH2:25][CH2:26]2)[CH:20]=1, predict the reactants needed to synthesize it. The reactants are: [CH3:1][C:2]1[C:6]([CH2:7][S:8][CH2:9][C:10]([OH:12])=O)=[C:5]([CH3:13])[O:4][N:3]=1.[Cl:14][C:15]1[CH:16]=[CH:17][C:18]([CH3:27])=[C:19]([N:21]2[CH2:26][CH2:25][NH:24][CH2:23][CH2:22]2)[CH:20]=1.C(N(CC)CC)C.C(P1(=O)OP(CCC)(=O)OP(CCC)(=O)O1)CC. (8) Given the product [OH:1][C:10]1[CH:9]=[CH:8][CH:7]=[CH:6][C:5]=1[CH2:4][CH2:3][C:2]([N:13]([CH3:14])[CH3:12])=[O:11], predict the reactants needed to synthesize it. The reactants are: [O:1]1[C:10]2[C:5](=[CH:6][CH:7]=[CH:8][CH:9]=2)[CH2:4][CH2:3][C:2]1=[O:11].[CH3:12][NH:13][CH3:14]. (9) Given the product [CH3:1][O:2][C:3](=[O:17])[CH2:4][C:5]1[CH:14]=[C:13]([O:15][C:26]2[CH:25]=[CH:24][C:23]([S:20]([CH2:18][CH3:19])(=[O:22])=[O:21])=[CH:28][CH:27]=2)[C:12]2[C:7](=[CH:8][CH:9]=[C:10]([F:16])[CH:11]=2)[CH:6]=1, predict the reactants needed to synthesize it. The reactants are: [CH3:1][O:2][C:3](=[O:17])[CH2:4][C:5]1[CH:14]=[C:13]([OH:15])[C:12]2[C:7](=[CH:8][CH:9]=[C:10]([F:16])[CH:11]=2)[CH:6]=1.[CH2:18]([S:20]([C:23]1[CH:28]=[CH:27][C:26](F)=[CH:25][CH:24]=1)(=[O:22])=[O:21])[CH3:19].C(=O)([O-])[O-].[K+].[K+].